This data is from Forward reaction prediction with 1.9M reactions from USPTO patents (1976-2016). The task is: Predict the product of the given reaction. (1) Given the reactants [CH:1]1([CH2:6][NH2:7])[CH2:5][CH2:4][CH2:3][CH2:2]1.C(N(CC)CC)C.[F:15][C:16]1[CH:17]=[C:18]([CH:21]=[C:22]([F:28])[C:23]=1[O:24][CH2:25][C:26]#[CH:27])[CH2:19]Cl.C(OCC)(=[O:31])C, predict the reaction product. The product is: [CH:1]1([CH2:6][NH:7][C:19](=[O:31])[C:18]2[CH:17]=[C:16]([F:15])[C:23]([O:24][CH2:25][C:26]#[CH:27])=[C:22]([F:28])[CH:21]=2)[CH2:5][CH2:4][CH2:3][CH2:2]1. (2) The product is: [C:1]([CH:5]1[CH2:10][CH2:9][CH:8]([C:11]2[CH:12]=[C:13]([NH:17][C:18](=[O:29])[CH2:19][C:20]3[CH:25]=[CH:24][C:23]([O:26][CH2:31][C:32]([O:34][CH2:35][CH3:36])=[O:33])=[C:22]([O:27][CH3:28])[CH:21]=3)[CH:14]=[CH:15][CH:16]=2)[CH2:7][CH2:6]1)([CH3:4])([CH3:2])[CH3:3]. Given the reactants [C:1]([CH:5]1[CH2:10][CH2:9][CH:8]([C:11]2[CH:12]=[C:13]([NH:17][C:18](=[O:29])[CH2:19][C:20]3[CH:25]=[CH:24][C:23]([OH:26])=[C:22]([O:27][CH3:28])[CH:21]=3)[CH:14]=[CH:15][CH:16]=2)[CH2:7][CH2:6]1)([CH3:4])([CH3:3])[CH3:2].Br[CH2:31][C:32]([O:34][CH2:35][CH3:36])=[O:33].C(=O)([O-])[O-].[K+].[K+], predict the reaction product. (3) The product is: [Cl:23][C:24]1[S:25][C:26]([Cl:53])=[C:27]([C:44](=[O:45])[C:46]2[CH:51]=[CH:50][CH:49]=[C:48]([Cl:52])[CH:47]=2)[C:28]=1[C:29]([NH:31][C@H:32]([C:34]1[CH:35]=[CH:36][C:37]([C:38]([O:40][CH3:41])=[O:39])=[CH:42][CH:43]=1)[CH3:33])=[O:30]. Given the reactants CC(OI1(OC(C)=O)(OC(C)=O)OC(=O)C2C=CC=CC1=2)=O.[Cl:23][C:24]1[S:25][C:26]([Cl:53])=[C:27]([CH:44]([C:46]2[CH:51]=[CH:50][CH:49]=[C:48]([Cl:52])[CH:47]=2)[OH:45])[C:28]=1[C:29]([NH:31][C@H:32]([C:34]1[CH:43]=[CH:42][C:37]([C:38]([O:40][CH3:41])=[O:39])=[CH:36][CH:35]=1)[CH3:33])=[O:30].C([O-])(O)=O.[Na+].[O-]S([O-])(=S)=O.[Na+].[Na+], predict the reaction product. (4) Given the reactants [F:1][C:2]1[CH:3]=[C:4]([C:12]([O:14]C)=[O:13])[C:5]2[CH:6]=[N:7][N:8]([CH3:11])[C:9]=2[CH:10]=1.[OH-].[Na+], predict the reaction product. The product is: [F:1][C:2]1[CH:3]=[C:4]([C:12]([OH:14])=[O:13])[C:5]2[CH:6]=[N:7][N:8]([CH3:11])[C:9]=2[CH:10]=1. (5) Given the reactants [F:1][C:2]1[C:13]([C:14]([F:17])([F:16])[F:15])=[CH:12][CH:11]=[CH:10][C:3]=1[C:4](N(OC)C)=[O:5].[CH2:18]([Mg]Cl)[CH2:19][C:20]1[CH:25]=[CH:24][CH:23]=[CH:22][CH:21]=1.Cl, predict the reaction product. The product is: [F:1][C:2]1[C:13]([C:14]([F:17])([F:16])[F:15])=[CH:12][CH:11]=[CH:10][C:3]=1[C:4](=[O:5])[CH2:18][CH2:19][C:20]1[CH:25]=[CH:24][CH:23]=[CH:22][CH:21]=1. (6) Given the reactants [ClH:1].[NH2:2][C@@H:3]1[CH2:5][C@H:4]1[C:6]1[CH:11]=[CH:10][C:9]([NH:12][C:13](=[O:24])[C:14]2[CH:19]=[CH:18][CH:17]=[C:16]([C:20]([F:23])([F:22])[F:21])[CH:15]=2)=[CH:8][CH:7]=1.[CH:25]1([CH:28]=O)[CH2:27][CH2:26]1.C(=O)([O-])O.[Na+].[BH4-].[Na+], predict the reaction product. The product is: [ClH:1].[CH:25]1([CH2:28][NH:2][C@@H:3]2[CH2:5][C@H:4]2[C:6]2[CH:7]=[CH:8][C:9]([NH:12][C:13](=[O:24])[C:14]3[CH:19]=[CH:18][CH:17]=[C:16]([C:20]([F:22])([F:23])[F:21])[CH:15]=3)=[CH:10][CH:11]=2)[CH2:27][CH2:26]1. (7) Given the reactants [NH2:1][C:2]1[S:6][N:5]=[C:4](/[C:7](=[N:11]/[O:12][C:13]([C:16]([O:18][C:19]([CH3:22])([CH3:21])[CH3:20])=[O:17])([CH3:15])[CH3:14])/[C:8]([OH:10])=O)[N:3]=1.C(=O)([O-])[O-].[K+].[K+].CS(Cl)(=O)=O.Cl.[NH2:35][C@@H:36]1[C:57](=[O:58])[N:38]2[C:39]([C:45]([O:47][CH2:48][C:49]3[CH:54]=[CH:53][C:52]([O:55][CH3:56])=[CH:51][CH:50]=3)=[O:46])=[C:40]([CH2:43][Cl:44])[CH2:41][S:42][C@H:37]12, predict the reaction product. The product is: [NH2:1][C:2]1[S:6][N:5]=[C:4](/[C:7](=[N:11]/[O:12][C:13]([C:16]([O:18][C:19]([CH3:22])([CH3:21])[CH3:20])=[O:17])([CH3:15])[CH3:14])/[C:8]([NH:35][C@@H:36]2[C:57](=[O:58])[N:38]3[C:39]([C:45]([O:47][CH2:48][C:49]4[CH:54]=[CH:53][C:52]([O:55][CH3:56])=[CH:51][CH:50]=4)=[O:46])=[C:40]([CH2:43][Cl:44])[CH2:41][S:42][C@H:37]23)=[O:10])[N:3]=1. (8) The product is: [C:1]([O:5][C:6]([N:8]1[CH2:12][C@H:11]([O:13][CH3:14])[CH2:10][C@H:9]1[C:15]([OH:17])=[O:16])=[O:7])([CH3:4])([CH3:2])[CH3:3]. Given the reactants [C:1]([O:5][C:6]([N:8]1[CH2:12][C@H:11]([O:13][CH3:14])[CH2:10][C@H:9]1[C:15]([O:17]C)=[O:16])=[O:7])([CH3:4])([CH3:3])[CH3:2].[OH-].[Li+].[Cl-].[Na+].Cl, predict the reaction product. (9) Given the reactants [Cl:1][C:2]1[C:3]2[N:10]([CH2:11][CH2:12][CH2:13][O:14][CH2:15][CH2:16][O:17]C3CCCCO3)[CH:9]=[CH:8][C:4]=2[N:5]=[CH:6][N:7]=1.[Cl:24][C:25]1[CH:26]=[C:27]([CH:29]=[CH:30][C:31]=1[O:32][C:33]1[CH:38]=[CH:37][CH:36]=[C:35]([C:39]([F:42])([F:41])[F:40])[CH:34]=1)[NH2:28].C(=O)([O-])O.[Na+], predict the reaction product. The product is: [ClH:1].[Cl:24][C:25]1[CH:26]=[C:27]([NH:28][C:2]2[C:3]3[N:10]([CH2:11][CH2:12][CH2:13][O:14][CH2:15][CH2:16][OH:17])[CH:9]=[CH:8][C:4]=3[N:5]=[CH:6][N:7]=2)[CH:29]=[CH:30][C:31]=1[O:32][C:33]1[CH:38]=[CH:37][CH:36]=[C:35]([C:39]([F:41])([F:42])[F:40])[CH:34]=1. (10) Given the reactants [F:1][C:2]1[CH:7]=[CH:6][C:5]([CH3:8])=[CH:4][C:3]=1[NH:9][C:10]([C:12]1[CH:13]=[C:14]([CH:28]=[CH:29][CH:30]=1)[O:15][C:16]1[CH:21]=[CH:20][N:19]=[C:18]2[CH:22]=[C:23]([C:25](O)=[O:26])[S:24][C:17]=12)=[O:11].C1C[N:34]([P+](ON2N=NC3C=CC=CC2=3)(N2CCCC2)N2CCCC2)[CH2:33][CH2:32]1.F[P-](F)(F)(F)(F)F.C(N(CC)C(C)C)(C)C.C(N)C.C1COCC1.Cl, predict the reaction product. The product is: [CH2:33]([NH:34][C:25]([C:23]1[S:24][C:17]2[C:18](=[N:19][CH:20]=[CH:21][C:16]=2[O:15][C:14]2[CH:28]=[CH:29][CH:30]=[C:12]([C:10]([NH:9][C:3]3[CH:4]=[C:5]([CH3:8])[CH:6]=[CH:7][C:2]=3[F:1])=[O:11])[CH:13]=2)[CH:22]=1)=[O:26])[CH3:32].